Task: Regression. Given two drug SMILES strings and cell line genomic features, predict the synergy score measuring deviation from expected non-interaction effect.. Dataset: NCI-60 drug combinations with 297,098 pairs across 59 cell lines (1) Drug 1: CC1=C(C=C(C=C1)NC2=NC=CC(=N2)N(C)C3=CC4=NN(C(=C4C=C3)C)C)S(=O)(=O)N.Cl. Drug 2: C1=CN(C=N1)CC(O)(P(=O)(O)O)P(=O)(O)O. Cell line: SF-268. Synergy scores: CSS=18.0, Synergy_ZIP=5.60, Synergy_Bliss=10.9, Synergy_Loewe=4.19, Synergy_HSA=8.29. (2) Drug 1: C1=NC2=C(N=C(N=C2N1C3C(C(C(O3)CO)O)O)F)N. Drug 2: C1CN1C2=NC(=NC(=N2)N3CC3)N4CC4. Cell line: OVCAR-5. Synergy scores: CSS=36.3, Synergy_ZIP=-7.83, Synergy_Bliss=-2.90, Synergy_Loewe=-20.1, Synergy_HSA=-1.68. (3) Drug 1: CC(C1=C(C=CC(=C1Cl)F)Cl)OC2=C(N=CC(=C2)C3=CN(N=C3)C4CCNCC4)N. Drug 2: CCC1=C2CN3C(=CC4=C(C3=O)COC(=O)C4(CC)O)C2=NC5=C1C=C(C=C5)O. Cell line: ACHN. Synergy scores: CSS=28.9, Synergy_ZIP=-3.26, Synergy_Bliss=-3.40, Synergy_Loewe=-39.4, Synergy_HSA=-3.61. (4) Drug 1: CN1CCC(CC1)COC2=C(C=C3C(=C2)N=CN=C3NC4=C(C=C(C=C4)Br)F)OC. Drug 2: C1=C(C(=O)NC(=O)N1)N(CCCl)CCCl. Cell line: NCI-H522. Synergy scores: CSS=31.3, Synergy_ZIP=-12.2, Synergy_Bliss=-2.05, Synergy_Loewe=1.35, Synergy_HSA=2.34. (5) Drug 1: C1=NC2=C(N1)C(=S)N=C(N2)N. Drug 2: C1C(C(OC1N2C=NC3=C2NC=NCC3O)CO)O. Cell line: NCI-H522. Synergy scores: CSS=20.4, Synergy_ZIP=-7.97, Synergy_Bliss=-3.31, Synergy_Loewe=-5.33, Synergy_HSA=-2.40. (6) Drug 2: C1CC(C1)(C(=O)O)C(=O)O.[NH2-].[NH2-].[Pt+2]. Cell line: SR. Synergy scores: CSS=67.4, Synergy_ZIP=5.33, Synergy_Bliss=3.68, Synergy_Loewe=0.858, Synergy_HSA=3.76. Drug 1: CN1CCC(CC1)COC2=C(C=C3C(=C2)N=CN=C3NC4=C(C=C(C=C4)Br)F)OC. (7) Synergy scores: CSS=29.9, Synergy_ZIP=26.7, Synergy_Bliss=26.0, Synergy_Loewe=18.4, Synergy_HSA=19.8. Cell line: SK-MEL-2. Drug 2: CC1C(C(CC(O1)OC2CC(OC(C2O)C)OC3=CC4=CC5=C(C(=O)C(C(C5)C(C(=O)C(C(C)O)O)OC)OC6CC(C(C(O6)C)O)OC7CC(C(C(O7)C)O)OC8CC(C(C(O8)C)O)(C)O)C(=C4C(=C3C)O)O)O)O. Drug 1: C1CCC(C1)C(CC#N)N2C=C(C=N2)C3=C4C=CNC4=NC=N3. (8) Synergy scores: CSS=21.9, Synergy_ZIP=-6.26, Synergy_Bliss=1.08, Synergy_Loewe=-12.4, Synergy_HSA=2.68. Cell line: MOLT-4. Drug 1: CNC(=O)C1=CC=CC=C1SC2=CC3=C(C=C2)C(=NN3)C=CC4=CC=CC=N4. Drug 2: C(=O)(N)NO. (9) Drug 1: COC1=C(C=C2C(=C1)N=CN=C2NC3=CC(=C(C=C3)F)Cl)OCCCN4CCOCC4. Drug 2: CC1CCC2CC(C(=CC=CC=CC(CC(C(=O)C(C(C(=CC(C(=O)CC(OC(=O)C3CCCCN3C(=O)C(=O)C1(O2)O)C(C)CC4CCC(C(C4)OC)OCCO)C)C)O)OC)C)C)C)OC. Cell line: RPMI-8226. Synergy scores: CSS=48.7, Synergy_ZIP=1.47, Synergy_Bliss=6.39, Synergy_Loewe=0.493, Synergy_HSA=7.70. (10) Drug 1: C1C(C(OC1N2C=NC(=NC2=O)N)CO)O. Drug 2: COCCOC1=C(C=C2C(=C1)C(=NC=N2)NC3=CC=CC(=C3)C#C)OCCOC.Cl. Cell line: NCIH23. Synergy scores: CSS=12.0, Synergy_ZIP=-6.40, Synergy_Bliss=-3.27, Synergy_Loewe=0.175, Synergy_HSA=0.535.